Task: Predict the reactants needed to synthesize the given product.. Dataset: Full USPTO retrosynthesis dataset with 1.9M reactions from patents (1976-2016) (1) Given the product [CH3:1][O:2][C:3](=[O:11])[C:4]1[CH:9]=[CH:8][CH:7]=[N:6][C:5]=1[C:16]1[CH:15]=[CH:14][C:13]([F:12])=[CH:18][C:17]=1[F:19], predict the reactants needed to synthesize it. The reactants are: [CH3:1][O:2][C:3](=[O:11])[C:4]1[CH:9]=[CH:8][CH:7]=[N:6][C:5]=1Cl.[F:12][C:13]1[CH:18]=[C:17]([F:19])[CH:16]=[CH:15][C:14]=1B(O)O.C([O-])([O-])=O.[Na+].[Na+].O. (2) Given the product [N:31]1([CH2:2][C:3]2[N:4]=[C:5]([C:8]3[CH:9]=[C:10]([C:14]4[CH2:20][C:19](=[O:21])[NH:18][C:17]5[CH:22]=[C:23]([N:26]6[CH:30]=[CH:29][CH:28]=[CH:27]6)[CH:24]=[CH:25][C:16]=5[N:15]=4)[CH:11]=[CH:12][CH:13]=3)[S:6][CH:7]=2)[CH2:36][CH2:35][O:34][CH2:33][CH2:32]1, predict the reactants needed to synthesize it. The reactants are: Cl[CH2:2][C:3]1[N:4]=[C:5]([C:8]2[CH:9]=[C:10]([C:14]3[CH2:20][C:19](=[O:21])[NH:18][C:17]4[CH:22]=[C:23]([N:26]5[CH:30]=[CH:29][CH:28]=[CH:27]5)[CH:24]=[CH:25][C:16]=4[N:15]=3)[CH:11]=[CH:12][CH:13]=2)[S:6][CH:7]=1.[NH:31]1[CH2:36][CH2:35][O:34][CH2:33][CH2:32]1.[I-].[K+]. (3) Given the product [C:11]([O:14][CH2:15][CH2:16][CH2:17][CH2:18][CH2:19][N:10]1[C:3]2[C:2]([Cl:1])=[N:7][CH:6]=[N:5][C:4]=2[CH:8]=[CH:9]1)(=[O:13])[CH3:12], predict the reactants needed to synthesize it. The reactants are: [Cl:1][C:2]1[C:3]2[NH:10][CH:9]=[CH:8][C:4]=2[N:5]=[CH:6][N:7]=1.[C:11]([O:14][CH2:15][CH2:16][CH2:17][CH2:18][CH2:19]Br)(=[O:13])[CH3:12].C(=O)([O-])[O-].[Cs+].[Cs+].CN(C)C=O. (4) Given the product [S:9]1[C:8]([CH2:16][C:15]2[CH:18]=[C:11]([Br:10])[CH:12]=[CH:13][C:14]=2[F:19])=[CH:7][C:5]2[CH:6]=[CH:1][CH:2]=[CH:3][C:4]1=2, predict the reactants needed to synthesize it. The reactants are: [CH:1]1[CH:2]=[CH:3][C:4]2[S:9][CH:8]=[CH:7][C:5]=2[CH:6]=1.[Br:10][C:11]1[CH:12]=[CH:13][C:14]([F:19])=[C:15]([CH:18]=1)[CH:16]=O.